From a dataset of Full USPTO retrosynthesis dataset with 1.9M reactions from patents (1976-2016). Predict the reactants needed to synthesize the given product. (1) Given the product [CH3:13][S:14]([O:12][CH2:11][CH:8]1[CH2:7][C:6]2[CH:5]=[CH:4][CH:3]=[C:2]([Cl:1])[C:10]=2[O:9]1)(=[O:16])=[O:15], predict the reactants needed to synthesize it. The reactants are: [Cl:1][C:2]1[C:10]2[O:9][CH:8]([CH2:11][OH:12])[CH2:7][C:6]=2[CH:5]=[CH:4][CH:3]=1.[CH3:13][S:14](Cl)(=[O:16])=[O:15].C(N(CC)CC)C.O. (2) Given the product [C:1]([C:27]1[C:36]2[C:31](=[CH:32][CH:33]=[CH:34][CH:35]=2)[CH:30]=[CH:29][C:28]=1[C:37]([O:39][CH2:40][CH3:41])=[O:38])#[CH:2], predict the reactants needed to synthesize it. The reactants are: [C:1](C1C2C(=CC=CC=2)C=CC=1C)#[CH:2].BrC1C2C(=CC=CC=2)C=CC=1C.Br[C:27]1[C:36]2[C:31](=[CH:32][CH:33]=[CH:34][CH:35]=2)[CH:30]=[CH:29][C:28]=1[C:37]([O:39][CH2:40][CH3:41])=[O:38]. (3) Given the product [F:21][C:22]1[CH:30]=[CH:29][C:25]([C:26]([NH:20][C:18]2[O:19][C:15]([C:12]3[CH:11]=[CH:10][C:9]([O:8][C:4]4[CH:3]=[N:2][CH:7]=[CH:6][CH:5]=4)=[CH:14][CH:13]=3)=[N:16][N:17]=2)=[O:27])=[CH:24][C:23]=1[C:31]([F:32])([F:33])[F:34], predict the reactants needed to synthesize it. The reactants are: Br.[N:2]1[CH:7]=[CH:6][CH:5]=[C:4]([O:8][C:9]2[CH:14]=[CH:13][C:12]([C:15]3[O:19][C:18]([NH2:20])=[N:17][N:16]=3)=[CH:11][CH:10]=2)[CH:3]=1.[F:21][C:22]1[CH:30]=[CH:29][C:25]([C:26](Cl)=[O:27])=[CH:24][C:23]=1[C:31]([F:34])([F:33])[F:32]. (4) The reactants are: [Cl:1][C:2]1[C:3]([C:11]#[N:12])=[C:4]([C:8]([OH:10])=O)[NH:5][C:6]=1[CH3:7].[NH2:13][C@@H:14]1[CH2:19][CH2:18][N:17]([C:20]([O:22][CH2:23][CH3:24])=[O:21])[CH2:16][C@@H:15]1[O:25][CH2:26][CH3:27].C1C=CC2N(O)N=NC=2C=1.CN1CCOCC1.CCN=C=NCCCN(C)C.Cl. Given the product [Cl:1][C:2]1[C:3]([C:11]#[N:12])=[C:4]([C:8]([NH:13][C@@H:14]2[CH2:19][CH2:18][N:17]([C:20]([O:22][CH2:23][CH3:24])=[O:21])[CH2:16][C@@H:15]2[O:25][CH2:26][CH3:27])=[O:10])[NH:5][C:6]=1[CH3:7], predict the reactants needed to synthesize it. (5) The reactants are: Cl[C:2]1[C:3]2[NH:10][CH:9]=[CH:8][C:4]=2[N:5]=[CH:6][N:7]=1.[O:11]([C:18]1[CH:23]=[CH:22][C:21]([OH:24])=[CH:20][CH:19]=1)[C:12]1[CH:17]=[CH:16][CH:15]=[CH:14][CH:13]=1.O[CH2:26][CH:27]1[CH2:30][N:29]([C:31]([O:33]C(C)(C)C)=O)[CH2:28]1.[C:38](Cl)(=O)[CH:39]=C. Given the product [O:11]([C:18]1[CH:19]=[CH:20][C:21]([O:24][C:2]2[C:3]3[N:10]([CH2:26][CH:27]4[CH2:28][N:29]([C:31](=[O:33])[CH:38]=[CH2:39])[CH2:30]4)[CH:9]=[CH:8][C:4]=3[N:5]=[CH:6][N:7]=2)=[CH:22][CH:23]=1)[C:12]1[CH:17]=[CH:16][CH:15]=[CH:14][CH:13]=1, predict the reactants needed to synthesize it. (6) Given the product [Cl:14][C:2]1[C:11]2[C:6](=[CH:7][CH:8]=[CH:9][N:10]=2)[N:5]=[CH:4][CH:3]=1, predict the reactants needed to synthesize it. The reactants are: O[C:2]1[C:11]2[C:6](=[CH:7][CH:8]=[CH:9][N:10]=2)[N:5]=[CH:4][CH:3]=1.P(Cl)(Cl)([Cl:14])=O.O.N. (7) Given the product [ClH:1].[Cl:20][C:5]1[C:6]([NH:8][C:9]2[CH:14]=[CH:13][CH:12]=[CH:11][C:10]=2[NH:15][S:16]([CH3:19])(=[O:18])=[O:17])=[N:7][C:2]([NH:25][C:24]2[CH:26]=[C:27]([O:30][CH3:31])[CH:28]=[CH:29][C:23]=2[O:22][CH3:21])=[N:3][CH:4]=1, predict the reactants needed to synthesize it. The reactants are: [Cl:1][C:2]1[N:7]=[C:6]([NH:8][C:9]2[CH:14]=[CH:13][CH:12]=[CH:11][C:10]=2[NH:15][S:16]([CH3:19])(=[O:18])=[O:17])[C:5]([Cl:20])=[CH:4][N:3]=1.[CH3:21][O:22][C:23]1[CH:29]=[CH:28][C:27]([O:30][CH3:31])=[CH:26][C:24]=1[NH2:25]. (8) Given the product [Cl:18][C:19]1[CH:20]=[CH:21][C:22]([C:25]2[CH:30]=[CH:29][C:28]([OH:31])=[C:27]([F:33])[CH:26]=2)=[N:23][CH:24]=1, predict the reactants needed to synthesize it. The reactants are: C(S)CCCCCCCCCCC.[Al+3].[Cl-].[Cl-].[Cl-].[Cl:18][C:19]1[CH:20]=[CH:21][C:22]([C:25]2[CH:30]=[CH:29][C:28]([O:31]C)=[C:27]([F:33])[CH:26]=2)=[N:23][CH:24]=1. (9) Given the product [CH2:27]([O:26][C:24](=[O:25])[CH2:23][O:1][CH:2]1[CH2:3][CH:4]2[N:10]([C:11]([O:13][CH2:14][C:15]3[CH:20]=[CH:19][CH:18]=[CH:17][CH:16]=3)=[O:12])[CH:8]([CH2:7][O:6][CH2:5]2)[CH2:9]1)[CH3:28], predict the reactants needed to synthesize it. The reactants are: [OH:1][CH:2]1[CH2:9][CH:8]2[N:10]([C:11]([O:13][CH2:14][C:15]3[CH:20]=[CH:19][CH:18]=[CH:17][CH:16]=3)=[O:12])[CH:4]([CH2:5][O:6][CH2:7]2)[CH2:3]1.[N+](=[CH:23][C:24]([O:26][CH2:27][CH3:28])=[O:25])=[N-].